Dataset: Forward reaction prediction with 1.9M reactions from USPTO patents (1976-2016). Task: Predict the product of the given reaction. (1) Given the reactants [CH3:1][O:2][C:3](=[O:20])[CH2:4][C:5]1[CH:10]=[CH:9][CH:8]=[C:7]([NH:11][C:12]([C:14]2[O:15][C:16](Br)=[CH:17][CH:18]=2)=[O:13])[CH:6]=1.[C:21]([C:24]1[CH:25]=[C:26](B(O)O)[CH:27]=[CH:28][CH:29]=1)(=[O:23])[CH3:22], predict the reaction product. The product is: [CH3:1][O:2][C:3](=[O:20])[CH2:4][C:5]1[CH:10]=[CH:9][CH:8]=[C:7]([NH:11][C:12]([C:14]2[O:15][C:16]([C:28]3[CH:27]=[CH:26][CH:25]=[C:24]([C:21](=[O:23])[CH3:22])[CH:29]=3)=[CH:17][CH:18]=2)=[O:13])[CH:6]=1. (2) The product is: [Br:10][C:11]1[CH:12]=[CH:13][C:14]([C:17]([NH:4][CH:5]2[CH2:7][CH2:6]2)=[O:19])=[N:15][CH:16]=1. Given the reactants C([N:4](CC)[CH:5]([CH3:7])[CH3:6])(C)C.[Br:10][C:11]1[CH:12]=[CH:13][C:14]([C:17]([OH:19])=O)=[N:15][CH:16]=1.C1(N)CC1.F[P-](F)(F)(F)(F)F.N1(O[P+](N(C)C)(N(C)C)N(C)C)C2C=CC=CC=2N=N1.CN(C)C=O, predict the reaction product.